From a dataset of Reaction yield outcomes from USPTO patents with 853,638 reactions. Predict the reaction yield, written as a fraction of the theoretical maximum amount of product (1.0 means a 100% yield; for example, 0.34 means a 34% yield). (1) The reactants are [OH:1][C:2]1[CH:7]=[CH:6][CH:5]=[CH:4][C:3]=1[C:8]1[C:9]([C:21]([N:23]2[CH2:27][CH2:26][CH2:25][CH2:24]2)=[O:22])=[C:10]2[C:15](=[CH:16][CH:17]=1)[NH:14][C:13]([CH3:19])([CH3:18])[CH:12]=[C:11]2[CH3:20].CI.[C:30](=O)([O-])[O-].[K+].[K+]. The catalyst is CN(C)C=O.C(OCC)(=O)C. The product is [CH3:30][O:1][C:2]1[CH:7]=[CH:6][CH:5]=[CH:4][C:3]=1[C:8]1[C:9]([C:21]([N:23]2[CH2:27][CH2:26][CH2:25][CH2:24]2)=[O:22])=[C:10]2[C:15](=[CH:16][CH:17]=1)[NH:14][C:13]([CH3:19])([CH3:18])[CH:12]=[C:11]2[CH3:20]. The yield is 0.630. (2) The reactants are Br[CH2:2][C:3]([C:5]1[CH:10]=[CH:9][C:8]([NH:11][C:12](=[O:17])[C:13]([F:16])([F:15])[F:14])=[C:7]([CH3:18])[CH:6]=1)=O.[Br:19][C:20]1[CH:21]=[CH:22][C:23](N)=[N:24][CH:25]=1.[CH2:27](O)C. No catalyst specified. The product is [Br:19][C:20]1[CH:21]=[CH:22][C:23]2[N:24]([CH:2]=[C:3]([C:5]3[CH:10]=[CH:9][C:8]([NH:11][C:12](=[O:17])[C:13]([F:16])([F:15])[F:14])=[C:7]([CH3:18])[CH:6]=3)[CH:27]=2)[CH:25]=1. The yield is 0.280. (3) The catalyst is CCOC(C)=O. The reactants are C([O-])([O-])=O.[K+].[K+].CN(C=O)C.[Br:12][C:13]1[CH:14]=[C:15]([CH:17]=[CH:18][CH:19]=1)[NH2:16].[F:20][C:21]1[CH:28]=[CH:27][C:24]([CH2:25]Br)=[CH:23][CH:22]=1. The product is [Br:12][C:13]1[CH:14]=[C:15]([CH:17]=[CH:18][CH:19]=1)[NH:16][CH2:25][C:24]1[CH:27]=[CH:28][C:21]([F:20])=[CH:22][CH:23]=1. The yield is 0.470.